This data is from CYP1A2 inhibition data for predicting drug metabolism from PubChem BioAssay. The task is: Regression/Classification. Given a drug SMILES string, predict its absorption, distribution, metabolism, or excretion properties. Task type varies by dataset: regression for continuous measurements (e.g., permeability, clearance, half-life) or binary classification for categorical outcomes (e.g., BBB penetration, CYP inhibition). Dataset: cyp1a2_veith. (1) The drug is CCO/C([O-])=N/c1c[n+](N2CCOCC2)no1. The result is 0 (non-inhibitor). (2) The compound is CCOC(=O)COc1c(OC)cc(Cl)cc1C1Nc2ccccc2C(=O)N1c1ccc(F)cc1. The result is 0 (non-inhibitor).